From a dataset of Catalyst prediction with 721,799 reactions and 888 catalyst types from USPTO. Predict which catalyst facilitates the given reaction. (1) Reactant: [CH2:1]([C:3]1[CH:9]=[CH:8][CH:7]=[CH:6][C:4]=1[NH2:5])[CH3:2].[CH3:10][CH:11]([CH3:14])[CH2:12]O.[I-].[K+]. Product: [CH2:1]([C:3]1[CH:9]=[CH:8][CH:7]=[CH:6][C:4]=1[NH:5][CH2:10][CH:11]([CH3:14])[CH3:12])[CH3:2]. The catalyst class is: 229. (2) Reactant: [Cl:1][C:2]1[C:22]([O:23][CH3:24])=[CH:21][C:5]2[S:6][C:7]3[C:13](=[O:14])[N:12]([NH:15]C(=O)C)[C:11]([CH3:20])([CH3:19])[CH2:10][C:8]=3[NH:9][C:4]=2[CH:3]=1.Cl. Product: [NH2:15][N:12]1[C:11]([CH3:19])([CH3:20])[CH2:10][C:8]2[NH:9][C:4]3[CH:3]=[C:2]([Cl:1])[C:22]([O:23][CH3:24])=[CH:21][C:5]=3[S:6][C:7]=2[C:13]1=[O:14]. The catalyst class is: 5. (3) Reactant: [CH2:1]1[C:3]2([CH2:8][CH2:7][C:6](=[O:9])[CH2:5][CH2:4]2)[CH2:2]1.Cl.[CH3:11][NH:12][CH3:13].Cl.[C:15]([O-])([O-])=O.[K+].[K+]. Product: [CH3:11][N:12]([CH2:15][CH:7]1[C:6](=[O:9])[CH2:5][CH2:4][C:3]2([CH2:2][CH2:1]2)[CH2:8]1)[CH3:13]. The catalyst class is: 23. (4) Reactant: Cl[C:2]1[N:7]=[N:6][C:5]([O:8][C@@H:9]2[CH:14]3[CH2:15][CH2:16][N:11]([CH2:12][CH2:13]3)[CH2:10]2)=[CH:4][CH:3]=1.CC1(C)C(C)(C)OB([C:25]2[CH:26]=[CH:27][C:28]3[NH:29][C:30]4[C:35]([C:36]=3[CH:37]=2)=[CH:34][CH:33]=[CH:32][CH:31]=4)O1.C1(P(C2CCCCC2)C2C=CC=CC=2C2C=CC=CC=2)CCCCC1. Product: [N:11]12[CH2:16][CH2:15][CH:14]([CH2:13][CH2:12]1)[C@@H:9]([O:8][C:5]1[N:6]=[N:7][C:2]([C:25]3[CH:26]=[CH:27][C:28]4[NH:29][C:30]5[C:35]([C:36]=4[CH:37]=3)=[CH:34][CH:33]=[CH:32][CH:31]=5)=[CH:3][CH:4]=1)[CH2:10]2. The catalyst class is: 235. (5) Reactant: [H-].[Na+].[C:3]([O:7][C:8](=[O:16])[CH2:9]P(OC)(OC)=O)([CH3:6])([CH3:5])[CH3:4].C(OC(=O)N[C@@H]1[CH2:29][CH2:28][C@H:27]([NH:30][CH2:31][CH2:32][C:33](=O)[C:34]2[CH:39]=[CH:38][CH:37]=[C:36]([C:40]([F:43])([F:42])[F:41])[CH:35]=2)[C@H:26]([CH2:45][S:46]([C:49]2[CH:54]=[CH:53][CH:52]=[CH:51][CH:50]=2)(=[O:48])=[O:47])[CH2:25]1)(C)(C)C.[Cl-].[NH4+:57]. Product: [C:3]([O:7][C:8](=[O:16])[CH:9]=[C:33]([C:34]1[CH:39]=[CH:38][CH:37]=[C:36]([C:40]([F:41])([F:43])[F:42])[CH:35]=1)[CH2:32][CH2:31][N:30]([NH2:57])[C@H:27]1[CH2:28][CH2:29][C@@H:9]([C:8]([O:7][C:3]([CH3:4])([CH3:5])[CH3:6])=[O:16])[CH2:25][C@H:26]1[CH2:45][S:46]([C:49]1[CH:50]=[CH:51][CH:52]=[CH:53][CH:54]=1)(=[O:47])=[O:48])([CH3:6])([CH3:5])[CH3:4]. The catalyst class is: 7.